Dataset: Catalyst prediction with 721,799 reactions and 888 catalyst types from USPTO. Task: Predict which catalyst facilitates the given reaction. (1) Reactant: Br[C:2]1[CH:7]=[CH:6][C:5]([C:8]([F:37])([F:36])[O:9][C:10]2[CH:15]=[CH:14][CH:13]=[CH:12][C:11]=2[C:16]2[N:21]=[C:20]([N:22]3[C:26]([C:27]([F:30])([F:29])[F:28])=[C:25]([C:31]([O:33]CC)=[O:32])[CH:24]=[N:23]3)[CH:19]=[CH:18][CH:17]=2)=[CH:4][CH:3]=1.[F:38][C:39]([F:50])([F:49])[C:40]1[CH:45]=[CH:44][C:43](B(O)O)=[CH:42][CH:41]=1.[C:51]([O-:54])([O-])=[O:52].[Na+].[Na+]. Product: [C:51]([OH:54])([C:27]([F:30])([F:29])[F:28])=[O:52].[F:37][C:8]([F:36])([C:5]1[CH:6]=[CH:7][C:2]([C:43]2[CH:44]=[CH:45][C:40]([C:39]([F:50])([F:49])[F:38])=[CH:41][CH:42]=2)=[CH:3][CH:4]=1)[O:9][C:10]1[CH:15]=[CH:14][CH:13]=[CH:12][C:11]=1[C:16]1[N:21]=[C:20]([N:22]2[C:26]([C:27]([F:29])([F:30])[F:28])=[C:25]([C:31]([OH:33])=[O:32])[CH:24]=[N:23]2)[CH:19]=[CH:18][CH:17]=1. The catalyst class is: 23. (2) Reactant: [CH3:1]C(C)C(=O)C(P(=O)([O-])[O-])=[N+]=[N-].[C:13]([SiH2:17][O:18][C:19]([C:49]1[CH:54]=[CH:53][CH:52]=[CH:51][CH:50]=1)([C:43]1[CH:48]=[CH:47][CH:46]=[CH:45][CH:44]=1)[C:20]([NH:24][C:25](=[O:42])[CH:26]([O:29][C:30]1[CH:31]=[C:32]2[C:37](=[CH:38][CH:39]=1)[N:36]=[CH:35][C:34]([C:40]#[CH:41])=[CH:33]2)[S:27][CH3:28])([CH3:23])[CH:21]=O)([CH3:16])([CH3:15])[CH3:14].C(=O)([O-])[O-].[K+].[K+].C(OCC)(=O)C. Product: [C:13]([SiH2:17][O:18][C:19]([C:49]1[CH:54]=[CH:53][CH:52]=[CH:51][CH:50]=1)([C:43]1[CH:48]=[CH:47][CH:46]=[CH:45][CH:44]=1)[C:20]([NH:24][C:25](=[O:42])[CH:26]([O:29][C:30]1[CH:31]=[C:32]2[C:37](=[CH:38][CH:39]=1)[N:36]=[CH:35][C:34]([C:40]#[CH:41])=[CH:33]2)[S:27][CH3:28])([CH3:23])[C:21]#[CH:1])([CH3:14])([CH3:15])[CH3:16]. The catalyst class is: 430.